From a dataset of Reaction yield outcomes from USPTO patents with 853,638 reactions. Predict the reaction yield, written as a fraction of the theoretical maximum amount of product (1.0 means a 100% yield; for example, 0.34 means a 34% yield). (1) The reactants are C[Al](C)C.[CH2:5]([NH2:8])[CH2:6][NH2:7].C(O[C:12](=O)[CH2:13][CH2:14][C:15]1[CH:20]=[CH:19][C:18]([Cl:21])=[CH:17][CH:16]=1)C. The catalyst is C1(C)C=CC=CC=1. The product is [Cl:21][C:18]1[CH:19]=[CH:20][C:15]([CH2:14][CH2:13][C:12]2[NH:7][CH2:6][CH2:5][N:8]=2)=[CH:16][CH:17]=1. The yield is 0.500. (2) No catalyst specified. The product is [CH2:14]([O:13][C:4]1[CH:5]=[CH:6][C:7]2[C:12](=[CH:11][CH:10]=[CH:9][CH:8]=2)[C:3]=1[CH2:2][Cl:1])[C:16]1[CH:22]=[CH:23][CH:18]=[CH:19][CH:20]=1. The yield is 0.770. The reactants are [Cl:1][CH2:2][C:3]1[C:12]2[C:7](=[CH:8][CH:9]=[CH:10][CH:11]=2)[CH:6]=[CH:5][C:4]=1[O:13][CH:14]([CH3:16])C.C(O[C:18]1[CH:23]=[CH:22][C:22]2[C:20](=[CH:20][CH:19]=[CH:18][CH:23]=2)[C:19]=1C=O)[C:18]1[CH:23]=[CH:22]C=[CH:20][CH:19]=1. (3) The reactants are CN([CH:9]=[O:10])C1C=CC=CC=1.O=P(Cl)(Cl)Cl.[CH3:16][O:17][C:18]1[CH:23]=[CH:22][C:21]([O:24][CH3:25])=[CH:20][C:19]=1[CH3:26].C([O-])(=O)C.[Na+]. No catalyst specified. The product is [CH3:25][O:24][C:21]1[CH:20]=[C:19]([CH3:26])[C:18]([O:17][CH3:16])=[CH:23][C:22]=1[CH:9]=[O:10]. The yield is 0.670. (4) The reactants are [C:1]([O-:6])(=[O:5])[CH:2]([CH3:4])[CH3:3].C[N+](C)(C)C.C(O)(=O)C(C)C.[C:18](=[O:28])([S:26][CH3:27])[O:19][O:20][CH:21](Cl)[CH:22]([CH3:24])[CH3:23]. The catalyst is CCOC(C)=O. The product is [C:18](=[O:28])([S:26][CH3:27])[O:19][O:20][CH:21]([O:6][C:1](=[O:5])[CH:2]([CH3:4])[CH3:3])[CH:22]([CH3:24])[CH3:23]. The yield is 0.650. (5) The reactants are [CH2:1]([O:8][C:9]([N:11]1[CH2:15][C:14](=[O:16])[C:13]([CH3:22])([C:17]([O:19][CH2:20][CH3:21])=[O:18])[CH2:12]1)=[O:10])[C:2]1[CH:7]=[CH:6][CH:5]=[CH:4][CH:3]=1.[BH4-].[Na+].[Cl-].[NH4+].O. The catalyst is CO. The product is [CH2:1]([O:8][C:9]([N:11]1[CH2:15][CH:14]([OH:16])[C:13]([CH3:22])([C:17]([O:19][CH2:20][CH3:21])=[O:18])[CH2:12]1)=[O:10])[C:2]1[CH:3]=[CH:4][CH:5]=[CH:6][CH:7]=1. The yield is 0.570. (6) The reactants are [CH3:1][CH:2]([CH3:59])[C@H:3]([NH:54][C:55](=[O:58])[O:56][CH3:57])[C:4]([N:6]1[CH2:10][CH2:9][CH2:8][C@H:7]1[C:11]1[NH:12][CH:13]=[C:14]([C:16]2[CH:21]=[CH:20][C:19]([C:22]3[CH:27]=[CH:26][C:25]([C:28]4[N:29]=[C:30]([CH:33]5[CH2:37][C:36]6([CH2:42][CH2:41][NH:40][CH2:39][CH2:38]6)[CH2:35][N:34]5[C:43](=[O:53])[C@@H:44]([NH:48][C:49]([O:51][CH3:52])=[O:50])[CH:45]([CH3:47])[CH3:46])[NH:31][CH:32]=4)=[CH:24][CH:23]=3)=[CH:18][CH:17]=2)[N:15]=1)=[O:5].C(N(CC)CC)C.[C:67](Cl)(=[O:69])C.[C:71](=O)([O-])[O-:72].[K+].[K+]. The catalyst is C(Cl)Cl. The product is [CH3:52][O:51][C:49]([NH:48][C@H:44]([C:43]([N:34]1[CH:33]([C:30]2[NH:31][CH:32]=[C:28]([C:25]3[CH:24]=[CH:23][C:22]([C:19]4[CH:20]=[CH:21][C:16]([C:14]5[N:15]=[C:11]([C@@H:7]6[CH2:8][CH2:9][CH2:10][N:6]6[C:4](=[O:5])[C@H:3]([CH:2]([CH3:59])[CH3:1])[NH:54][C:55]([O:56][CH3:57])=[O:58])[NH:12][CH:13]=5)=[CH:17][CH:18]=4)=[CH:27][CH:26]=3)[N:29]=2)[CH2:37][C:36]2([CH2:38][CH2:39][N:40]([C:71]([O:69][CH3:67])=[O:72])[CH2:41][CH2:42]2)[CH2:35]1)=[O:53])[CH:45]([CH3:46])[CH3:47])=[O:50]. The yield is 0.740. (7) The reactants are [F:1][C:2]([F:17])([F:16])[C:3]1[CH:8]=[CH:7][C:6]([C:9]2[CH:14]=[CH:13][NH:12][C:11](=[O:15])[CH:10]=2)=[CH:5][CH:4]=1.Br[C:19]1[CH:27]=[C:26]2[C:22]([C:23]3[CH2:41][CH2:40][N:39]([C:42]([O:44][C:45]([CH3:48])([CH3:47])[CH3:46])=[O:43])[CH2:38][C:24]=3[N:25]2[S:28]([C:31]2[CH:37]=[CH:36][C:34]([CH3:35])=[CH:33][CH:32]=2)(=[O:30])=[O:29])=[CH:21][CH:20]=1.OC1C=CC=C2C=1N=CC=C2.C([O-])([O-])=O.[Cs+].[Cs+]. The catalyst is CS(C)=O.[Cu]I. The product is [O:15]=[C:11]1[CH:10]=[C:9]([C:6]2[CH:5]=[CH:4][C:3]([C:2]([F:1])([F:16])[F:17])=[CH:8][CH:7]=2)[CH:14]=[CH:13][N:12]1[C:19]1[CH:27]=[C:26]2[C:22]([C:23]3[CH2:41][CH2:40][N:39]([C:42]([O:44][C:45]([CH3:48])([CH3:47])[CH3:46])=[O:43])[CH2:38][C:24]=3[N:25]2[S:28]([C:31]2[CH:32]=[CH:33][C:34]([CH3:35])=[CH:36][CH:37]=2)(=[O:30])=[O:29])=[CH:21][CH:20]=1. The yield is 0.510.